This data is from Full USPTO retrosynthesis dataset with 1.9M reactions from patents (1976-2016). The task is: Predict the reactants needed to synthesize the given product. (1) Given the product [O:1]=[C:2]1[N:8]([O:9][CH2:10][C:11]2[CH:12]=[CH:13][CH:14]=[CH:15][CH:16]=2)[C@H:7]2[CH2:17][N:3]1[C@@H:4]([C:23]([O:25][CH2:26][CH3:27])=[O:24])[C:5]1[CH:21]=[CH:20][C:19]([O:22][S:28]([C:31]([F:34])([F:33])[F:32])(=[O:30])=[O:29])=[CH:18][C:6]=12, predict the reactants needed to synthesize it. The reactants are: [O:1]=[C:2]1[N:8]([O:9][CH2:10][C:11]2[CH:16]=[CH:15][CH:14]=[CH:13][CH:12]=2)[CH:7]2[CH2:17][N:3]1[CH:4]([C:23]([O:25][CH2:26][CH3:27])=[O:24])[C:5]1[CH:21]=[CH:20][C:19]([OH:22])=[CH:18][C:6]=12.[S:28](O[S:28]([C:31]([F:34])([F:33])[F:32])(=[O:30])=[O:29])([C:31]([F:34])([F:33])[F:32])(=[O:30])=[O:29]. (2) Given the product [C:26](=[O:35])([O:27][CH:28]([N:21]1[C:20]2[CH:22]=[CH:23][CH:24]=[CH:25][C:19]=2[N:18]=[C:17]1[S@@:15]([CH2:14][C:3]1[C:2]([CH3:1])=[C:7]([O:8][CH2:9][C:10]([F:13])([F:11])[F:12])[CH:6]=[CH:5][N:4]=1)=[O:16])[CH3:29])[O:31][CH:32]([CH3:34])[CH3:33], predict the reactants needed to synthesize it. The reactants are: [CH3:1][C:2]1[C:3]([CH2:14][S@:15]([C:17]2[NH:18][C:19]3[CH:25]=[CH:24][CH:23]=[CH:22][C:20]=3[N:21]=2)=[O:16])=[N:4][CH:5]=[CH:6][C:7]=1[O:8][CH2:9][C:10]([F:13])([F:12])[F:11].[C:26](=[O:35])([O:31][CH:32]([CH3:34])[CH3:33])[O:27][CH:28](I)[CH3:29].C(=O)([O-])[O-].[Cs+].[Cs+]. (3) Given the product [OH:1][CH2:2][C:3]([C@H:5]([C@H:7]([C@H:9]([CH3:11])[OH:10])[OH:8])[OH:6])=[O:4], predict the reactants needed to synthesize it. The reactants are: [O:1]=[CH:2][C@@H:3]([C@@H:5]([C@H:7]([C@H:9]([CH3:11])[OH:10])[OH:8])[OH:6])[OH:4].OCC([C@H]([C@@H]([C@H](C)O)O)O)=O.OCC([C@H]([C@H]([C@@H](CO)O)O)O)=O.